Dataset: Peptide-MHC class I binding affinity with 185,985 pairs from IEDB/IMGT. Task: Regression. Given a peptide amino acid sequence and an MHC pseudo amino acid sequence, predict their binding affinity value. This is MHC class I binding data. (1) The peptide sequence is INTLESMMK. The MHC is HLA-B08:03 with pseudo-sequence HLA-B08:03. The binding affinity (normalized) is 0.0847. (2) The peptide sequence is SPVDRVLTI. The MHC is HLA-B15:01 with pseudo-sequence HLA-B15:01. The binding affinity (normalized) is 0.0847.